From a dataset of Reaction yield outcomes from USPTO patents with 853,638 reactions. Predict the reaction yield, written as a fraction of the theoretical maximum amount of product (1.0 means a 100% yield; for example, 0.34 means a 34% yield). (1) The reactants are [CH3:1][C:2](OC(C)=O)=[O:3].[NH2:8][C:9]1[CH:17]=[CH:16][C:12]([C:13]([OH:15])=[O:14])=[CH:11][CH:10]=1. The catalyst is N1C=CC=CC=1. The product is [C:2]([NH:8][C:9]1[CH:17]=[CH:16][C:12]([C:13]([OH:15])=[O:14])=[CH:11][CH:10]=1)(=[O:3])[CH3:1]. The yield is 0.990. (2) The reactants are [Cl:1][C:2]1[CH:13]=[C:12]([C:14]([F:17])([F:16])[F:15])[CH:11]=[C:10]([Cl:18])[C:3]=1[CH2:4][CH:5]([C:8]#[N:9])[C:6]#[N:7].[H-].[Na+].Br[CH2:22][CH2:23][C:24]([F:27])([F:26])[F:25]. The catalyst is CN(C)C=O. The product is [Cl:1][C:2]1[CH:13]=[C:12]([C:14]([F:15])([F:16])[F:17])[CH:11]=[C:10]([Cl:18])[C:3]=1[CH2:4][C:5]([CH2:22][CH2:23][C:24]([F:27])([F:26])[F:25])([C:6]#[N:7])[C:8]#[N:9]. The yield is 0.530. (3) No catalyst specified. The yield is 0.580. The product is [Cl:1][C:2]1[CH:7]=[C:6]([Cl:8])[CH:5]=[CH:4][C:3]=1[C:9]1[N:10]=[C:11]([CH:14]=[C:15]2[C:27]3[CH:26]=[CH:25][CH:24]=[CH:23][C:22]=3[C:21]3[C:16]2=[CH:17][CH:18]=[CH:19][CH:20]=3)[N:12]([CH2:29][C:30]([OH:32])=[O:31])[CH:13]=1. The reactants are [Cl:1][C:2]1[CH:7]=[C:6]([Cl:8])[CH:5]=[CH:4][C:3]=1[C:9]1[N:10]=[C:11]([CH:14]=[C:15]2[C:27]3[CH:26]=[CH:25][CH:24]=[CH:23][C:22]=3[C:21]3[C:16]2=[CH:17][CH:18]=[CH:19][CH:20]=3)[NH:12][CH:13]=1.Br[CH2:29][C:30]([O:32]C)=[O:31]. (4) The reactants are [Br:1][C:2]1[N:10]([CH2:11][O:12][CH2:13][CH3:14])[C:9]2[C:8](=[O:15])[NH:7][C:6](=[O:16])[N:5]([CH3:17])[C:4]=2[N:3]=1.[H-].[Na+].[C:20]([O:23][C@H:24]([CH3:30])[CH2:25][CH2:26][CH2:27][CH2:28]Cl)(=[O:22])[CH3:21]. The catalyst is CS(C)=O. The product is [C:20]([O:23][C@H:24]([CH3:30])[CH2:25][CH2:26][CH2:27][CH2:28][N:7]1[C:8](=[O:15])[C:9]2[N:10]([CH2:11][O:12][CH2:13][CH3:14])[C:2]([Br:1])=[N:3][C:4]=2[N:5]([CH3:17])[C:6]1=[O:16])(=[O:22])[CH3:21]. The yield is 0.820. (5) The reactants are [S:1]1[CH:5]=[CH:4][C:3]2[CH:6]=[C:7]([CH2:10][OH:11])[CH:8]=[CH:9][C:2]1=2. The catalyst is C1C=CC=CC=1.O=[Mn]=O. The product is [S:1]1[CH:5]=[CH:4][C:3]2[CH:6]=[C:7]([CH:10]=[O:11])[CH:8]=[CH:9][C:2]1=2. The yield is 0.920. (6) The reactants are [CH2:1]([O:3][C:4](=[O:22])[CH2:5][NH:6][CH2:7][CH2:8][NH:9][S:10]([C:13]1[S:14][C:15]2[CH:21]=[CH:20][CH:19]=[CH:18][C:16]=2[N:17]=1)(=[O:12])=[O:11])[CH3:2].[CH3:23][O:24][C:25]1[CH:26]=[C:27]([CH:46]=[CH:47][C:48]=1[O:49][CH3:50])[CH2:28][O:29][C:30]([NH:32][C:33]1[N:41]=[CH:40][N:39]=[C:38]2[C:34]=1[N:35]=[CH:36][N:37]2[CH2:42][C:43](O)=[O:44])=[O:31]. No catalyst specified. The product is [CH2:1]([O:3][C:4](=[O:22])[CH2:5][N:6]([CH2:7][CH2:8][NH:9][S:10]([C:13]1[S:14][C:15]2[CH:21]=[CH:20][CH:19]=[CH:18][C:16]=2[N:17]=1)(=[O:12])=[O:11])[C:43](=[O:44])[CH2:42][N:37]1[CH:36]=[N:35][C:34]2[C:38]1=[N:39][CH:40]=[N:41][C:33]=2[NH:32][C:30]([O:29][CH2:28][C:27]1[CH:46]=[CH:47][C:48]([O:49][CH3:50])=[C:25]([O:24][CH3:23])[CH:26]=1)=[O:31])[CH3:2]. The yield is 0.960. (7) The reactants are [BH4-].[Na+].[CH2:3]([S:5][C:6]1[CH:11]=[CH:10][C:9]([S:12]([NH:15][CH3:16])(=[O:14])=[O:13])=[CH:8][C:7]=1[N+:17]([O-])=O)[CH3:4]. The catalyst is CO.O.O.O.O.O.O.[Ni](Cl)Cl. The product is [NH2:17][C:7]1[CH:8]=[C:9]([S:12]([NH:15][CH3:16])(=[O:13])=[O:14])[CH:10]=[CH:11][C:6]=1[S:5][CH2:3][CH3:4]. The yield is 0.840.